Predict the reaction yield, written as a fraction of the theoretical maximum amount of product (1.0 means a 100% yield; for example, 0.34 means a 34% yield). From a dataset of Reaction yield outcomes from USPTO patents with 853,638 reactions. (1) The reactants are [Cl:1][C:2]1[C:7]([O:8][CH2:9][CH3:10])=[CH:6][C:5]([CH2:11][OH:12])=[CH:4][C:3]=1[N:13]1[CH2:18][CH2:17][S:16](=[O:20])(=[O:19])[CH2:15][CH2:14]1. The catalyst is C1COCC1.O=[Mn]=O. The product is [Cl:1][C:2]1[C:7]([O:8][CH2:9][CH3:10])=[CH:6][C:5]([CH:11]=[O:12])=[CH:4][C:3]=1[N:13]1[CH2:14][CH2:15][S:16](=[O:20])(=[O:19])[CH2:17][CH2:18]1. The yield is 0.950. (2) The reactants are [CH2:1]([C:3]([F:30])([CH2:28][CH3:29])[CH2:4][N:5]1[CH2:10][CH2:9][CH:8]([CH2:11][O:12][C:13]2[CH:14]=[N:15][C:16]([C:19]3[CH:27]=[CH:26][C:22]([C:23](O)=[O:24])=[CH:21][CH:20]=3)=[N:17][CH:18]=2)[CH2:7][CH2:6]1)[CH3:2].[NH:31]1[CH2:38][CH2:37][CH2:36][C@H:32]1[C:33]([NH2:35])=[O:34].C1C=CC2N(O)N=NC=2C=1.C(Cl)CCl.CCN(C(C)C)C(C)C.[NH4+].[Cl-]. The catalyst is C(Cl)Cl. The product is [CH2:1]([C:3]([F:30])([CH2:28][CH3:29])[CH2:4][N:5]1[CH2:6][CH2:7][CH:8]([CH2:11][O:12][C:13]2[CH:14]=[N:15][C:16]([C:19]3[CH:27]=[CH:26][C:22]([C:23]([N:31]4[CH2:38][CH2:37][CH2:36][C@H:32]4[C:33]([NH2:35])=[O:34])=[O:24])=[CH:21][CH:20]=3)=[N:17][CH:18]=2)[CH2:9][CH2:10]1)[CH3:2]. The yield is 0.930. (3) The reactants are [Si:1]([O:8][CH2:9][CH2:10][C:11]1[S:15][C:14]([CH:16]=[O:17])=[CH:13][CH:12]=1)([C:4]([CH3:7])([CH3:6])[CH3:5])([CH3:3])[CH3:2].[BH4-].[Na+]. The catalyst is C(O)C. The product is [Si:1]([O:8][CH2:9][CH2:10][C:11]1[S:15][C:14]([CH2:16][OH:17])=[CH:13][CH:12]=1)([C:4]([CH3:6])([CH3:7])[CH3:5])([CH3:3])[CH3:2]. The yield is 0.970. (4) The reactants are [CH:1]1[C:12]2=[C:13]3[CH:8]([CH2:9][CH2:10][CH2:11]2)[CH2:7][CH2:6][CH2:5][C:4]3=[CH:3][C:2]=1[NH:14][C:15]([C:17]1[CH:26]=[CH:25][C:20]([C:21]([O:23]C)=[O:22])=[CH:19][N:18]=1)=[O:16].[OH-].[Na+].Cl. The catalyst is C(O)C. The product is [CH:3]1[C:4]2=[C:13]3[CH:8]([CH2:7][CH2:6][CH2:5]2)[CH2:9][CH2:10][CH2:11][C:12]3=[CH:1][C:2]=1[NH:14][C:15]([C:17]1[CH:26]=[CH:25][C:20]([C:21]([OH:23])=[O:22])=[CH:19][N:18]=1)=[O:16]. The yield is 0.870.